Dataset: Full USPTO retrosynthesis dataset with 1.9M reactions from patents (1976-2016). Task: Predict the reactants needed to synthesize the given product. (1) Given the product [Cl:48][C:49]1[CH:50]=[CH:51][C:52]([OH:57])=[C:53]([CH:56]=1)[CH2:54][N:2]([CH3:1])[CH2:3][CH2:4][CH2:5][CH2:6][CH2:7][CH2:8][CH2:9][CH2:10][CH2:11][N:12]1[CH2:13][CH2:14][CH:15]([O:18][C:19](=[O:33])[NH:20][C:21]2[CH:26]=[CH:25][CH:24]=[CH:23][C:22]=2[C:27]2[CH:28]=[CH:29][CH:30]=[CH:31][CH:32]=2)[CH2:16][CH2:17]1, predict the reactants needed to synthesize it. The reactants are: [CH3:1][NH:2][CH2:3][CH2:4][CH2:5][CH2:6][CH2:7][CH2:8][CH2:9][CH2:10][CH2:11][N:12]1[CH2:17][CH2:16][CH:15]([O:18][C:19](=[O:33])[NH:20][C:21]2[CH:26]=[CH:25][CH:24]=[CH:23][C:22]=2[C:27]2[CH:32]=[CH:31][CH:30]=[CH:29][CH:28]=2)[CH2:14][CH2:13]1.C1(N)C(F)=C(F)C(F)=C(N)C=1F.Cl.Cl.[Cl:48][C:49]1[CH:50]=[CH:51][C:52]([OH:57])=[C:53]([CH:56]=1)[CH:54]=O. (2) Given the product [Cl:23][C:24]1[S:25][C:2]2[C:8]([O:9][CH3:10])=[CH:7][CH:6]=[CH:5][C:3]=2[N:4]=1, predict the reactants needed to synthesize it. The reactants are: Br[C:2]1[C:8]([O:9][CH3:10])=[CH:7][CH:6]=[CH:5][C:3]=1[NH2:4].SC1SC2C(OC)=CC=CC=2N=1.[Cl:23][C:24]1[S:25]C2C=CC(Cl)=CC=2N=1. (3) Given the product [O:12]=[C:8]1[CH2:7][CH2:6][CH2:5][C:4]2[CH:3]=[C:2]([NH:1][S:19]([C:13]3[CH:18]=[CH:17][CH:16]=[CH:15][CH:14]=3)(=[O:21])=[O:20])[CH:11]=[CH:10][C:9]1=2, predict the reactants needed to synthesize it. The reactants are: [NH2:1][C:2]1[CH:3]=[C:4]2[C:9](=[CH:10][CH:11]=1)[C:8](=[O:12])[CH2:7][CH2:6][CH2:5]2.[C:13]1([S:19](Cl)(=[O:21])=[O:20])[CH:18]=[CH:17][CH:16]=[CH:15][CH:14]=1. (4) Given the product [CH:1]1([CH:6]2[CH2:14][C:13]3[C:8](=[C:9]([CH3:32])[C:10]([CH3:31])=[C:11]([O:15][CH2:16][C:17]4[CH:18]=[C:19]([C:35]5[CH:36]=[CH:37][C:38]([F:45])=[C:39]([C:40]([OH:42])=[O:41])[CH:44]=5)[CH:20]=[CH:21][CH:22]=4)[CH:12]=3)[C:7]2=[O:33])[CH2:2][CH2:3][CH2:4][CH2:5]1, predict the reactants needed to synthesize it. The reactants are: [CH:1]1([CH:6]2[CH2:14][C:13]3[C:8](=[C:9]([CH3:32])[C:10]([CH3:31])=[C:11]([O:15][CH2:16][C:17]4[CH:22]=[CH:21][CH:20]=[C:19](B5OCC(C)(C)CO5)[CH:18]=4)[CH:12]=3)[C:7]2=[O:33])[CH2:5][CH2:4][CH2:3][CH2:2]1.Br[C:35]1[CH:36]=[CH:37][C:38]([F:45])=[C:39]([CH:44]=1)[C:40]([O:42]C)=[O:41]. (5) Given the product [C:8]([N:11]1[C:20]2[C:15](=[CH:16][C:17]([NH:21][CH:22]3[CH2:23][CH2:24][N:25]([C:28]([O:30][C:31]([CH3:34])([CH3:33])[CH3:32])=[O:29])[CH2:26][CH2:27]3)=[CH:18][CH:19]=2)[C@H:14]([NH:35][C:2]2[CH:7]=[CH:6][CH:5]=[CH:4][CH:3]=2)[C@@H:13]([CH3:36])[C@@H:12]1[CH3:37])(=[O:10])[CH3:9], predict the reactants needed to synthesize it. The reactants are: Br[C:2]1[CH:7]=[CH:6][CH:5]=[CH:4][CH:3]=1.[C:8]([N:11]1[C:20]2[C:15](=[CH:16][C:17]([NH:21][CH:22]3[CH2:27][CH2:26][N:25]([C:28]([O:30][C:31]([CH3:34])([CH3:33])[CH3:32])=[O:29])[CH2:24][CH2:23]3)=[CH:18][CH:19]=2)[C@H:14]([NH2:35])[C@@H:13]([CH3:36])[C@@H:12]1[CH3:37])(=[O:10])[CH3:9].CN(C1C(C2C(P(C3CCCCC3)C3CCCCC3)=CC=CC=2)=CC=CC=1)C.CC(C)([O-])C.[Na+]. (6) Given the product [F:22][C:16]([F:21])([C:17]([F:18])([F:19])[F:20])[C:15]([F:23])([F:24])[C:14]([F:29])([F:13])[S:25]([O:3][C:4]1[CH2:8][CH2:7][CH2:6][C:5]=1[C:9]([O:11][CH3:12])=[O:10])(=[O:26])=[O:27], predict the reactants needed to synthesize it. The reactants are: [H-].[Na+].[O:3]=[C:4]1[CH2:8][CH2:7][CH2:6][CH:5]1[C:9]([O:11][CH3:12])=[O:10].[F:13][C:14]([F:29])([S:25](F)(=[O:27])=[O:26])[C:15]([F:24])([F:23])[C:16]([F:22])([F:21])[C:17]([F:20])([F:19])[F:18].Cl. (7) The reactants are: [Cl:1][C:2]1[CH:3]=[C:4]([NH:19]C(=O)OC(C)(C)C)[CH:5]=[C:6]([F:18])[C:7]=1[C:8]1[S:9][C:10]2[C:11](Cl)=[N:12][CH:13]=[CH:14][C:15]=2[N:16]=1.[CH3:27][C:28]1[N:33]=[CH:32][N:31]=[C:30]([NH2:34])[CH:29]=1.CC1(C)C2C(=C(P(C3C=CC=CC=3)C3C=CC=CC=3)C=CC=2)OC2C(P(C3C=CC=CC=3)C3C=CC=CC=3)=CC=CC1=2.C([O-])([O-])=O.[Cs+].[Cs+]. Given the product [NH2:19][C:4]1[CH:5]=[C:6]([F:18])[C:7]([C:8]2[S:9][C:10]3[C:11]([NH:34][C:30]4[CH:29]=[C:28]([CH3:27])[N:33]=[CH:32][N:31]=4)=[N:12][CH:13]=[CH:14][C:15]=3[N:16]=2)=[C:2]([Cl:1])[CH:3]=1, predict the reactants needed to synthesize it.